Dataset: Forward reaction prediction with 1.9M reactions from USPTO patents (1976-2016). Task: Predict the product of the given reaction. (1) Given the reactants [CH3:1][O:2][C:3]1[CH:4]=[C:5]2[C:9](=[CH:10][CH:11]=1)[NH:8][N:7]=[CH:6]2.C([O-])([O-])=O.[K+].[K+].Br[CH2:19][CH:20]([CH3:22])[CH3:21], predict the reaction product. The product is: [CH2:19]([N:8]1[C:9]2[C:5](=[CH:4][C:3]([O:2][CH3:1])=[CH:11][CH:10]=2)[CH:6]=[N:7]1)[CH:20]([CH3:22])[CH3:21]. (2) The product is: [CH2:1]([O:3][CH:4]([O:12][CH2:13][CH3:14])[C:5]1[C:10]([C:22]2[CH:25]=[CH:26][CH:27]=[CH:28][C:21]=2[F:20])=[CH:9][CH:8]=[CH:7][C:6]=1[CH2:30][OH:29])[CH3:2]. Given the reactants [CH2:1]([O:3][CH:4]([O:12][CH2:13][CH3:14])[C:5]1[CH:10]=[CH:9][CH:8]=[CH:7][C:6]=1Br)[CH3:2].C([Li])CCC.[F:20][C:21]1[CH:28]=[CH:27][CH:26]=[CH:25][C:22]=1C=O.[O:29]1CCC[CH2:30]1, predict the reaction product. (3) Given the reactants [Cl:1][C:2]1[CH:7]=[CH:6][C:5]([C@H:8](O)[C@@H:9]([C:24]2[CH:25]=[N:26][CH:27]=[C:28]([Cl:30])[CH:29]=2)[CH2:10][C@:11]([CH3:23])([CH2:20][CH:21]=[CH2:22])[C:12]([NH:14][C@@H:15]([CH2:18][CH3:19])[CH2:16][OH:17])=[O:13])=[CH:4][CH:3]=1.ClC1C=CC([C@@H](O)[C@H](C2C=NC=C(Cl)C=2)C[C@@](C)(CC=C)C(N[C@@H](CC)CO)=O)=CC=1.C(N(CC)CC)C.Cl.CN(C)C.CC1C=CC(S(OS(C2C=CC(C)=CC=2)(=O)=O)(=O)=O)=CC=1, predict the reaction product. The product is: [CH2:20]([C@@:11]1([CH3:23])[CH2:10][C@H:9]([C:24]2[CH:25]=[N:26][CH:27]=[C:28]([Cl:30])[CH:29]=2)[C@@H:8]([C:5]2[CH:6]=[CH:7][C:2]([Cl:1])=[CH:3][CH:4]=2)[N:14]([C@@H:15]([CH2:18][CH3:19])[CH2:16][OH:17])[C:12]1=[O:13])[CH:21]=[CH2:22]. (4) The product is: [C:1]([O:5][C:6](=[O:34])[NH:7][C:8]1[O:9][CH2:10][C:11]([F:33])([F:32])[C@:12]([C:15]2[CH:20]=[C:19]([NH:21][C:22]([C:24]3[CH:29]=[N:28][C:27]([O:49][CH2:46][C:47]#[CH:48])=[CH:26][N:25]=3)=[O:23])[CH:18]=[CH:17][C:16]=2[F:31])([CH3:14])[N:13]=1)([CH3:4])([CH3:3])[CH3:2]. Given the reactants [C:1]([O:5][C:6](=[O:34])[NH:7][C:8]1[O:9][CH2:10][C:11]([F:33])([F:32])[C@:12]([C:15]2[CH:20]=[C:19]([NH:21][C:22]([C:24]3[CH:29]=[N:28][C:27](Cl)=[CH:26][N:25]=3)=[O:23])[CH:18]=[CH:17][C:16]=2[F:31])([CH3:14])[N:13]=1)([CH3:4])([CH3:3])[CH3:2].CN(C=O)C.CC([O-])(C)C.[K+].[CH2:46]([OH:49])[C:47]#[CH:48], predict the reaction product. (5) Given the reactants [CH:1]1([N:4]([CH:18]2[CH2:23][CH2:22][NH:21][CH2:20][CH2:19]2)[C:5]([C:7]2[CH:8]=[N:9][C:10]([N:13]3[CH:17]=[CH:16][N:15]=[CH:14]3)=[N:11][CH:12]=2)=[O:6])[CH2:3][CH2:2]1.Cl[C:25]1[N:30]=[CH:29][C:28]([CH2:31][CH3:32])=[CH:27][N:26]=1, predict the reaction product. The product is: [CH:1]1([N:4]([CH:18]2[CH2:23][CH2:22][N:21]([C:25]3[N:30]=[CH:29][C:28]([CH2:31][CH3:32])=[CH:27][N:26]=3)[CH2:20][CH2:19]2)[C:5]([C:7]2[CH:12]=[N:11][C:10]([N:13]3[CH:17]=[CH:16][N:15]=[CH:14]3)=[N:9][CH:8]=2)=[O:6])[CH2:2][CH2:3]1. (6) Given the reactants [N:1]1([CH2:6][CH2:7][CH2:8][OH:9])[CH2:5][CH2:4][CH2:3][CH2:2]1.[H-].[Na+].[F:12][C:13]1[C:14]([C:34]2[CH:35]=[N:36][C:37](F)=[CH:38][CH:39]=2)=[CH:15][C:16]2[C:17]3[N:25]([C@H:26]4[CH2:29][C@@H:28]([O:30][CH3:31])[CH2:27]4)[C:24](=[O:32])[N:23]([CH3:33])[C:18]=3[CH:19]=[N:20][C:21]=2[CH:22]=1, predict the reaction product. The product is: [F:12][C:13]1[C:14]([C:34]2[CH:35]=[N:36][C:37]([O:9][CH2:8][CH2:7][CH2:6][N:1]3[CH2:5][CH2:4][CH2:3][CH2:2]3)=[CH:38][CH:39]=2)=[CH:15][C:16]2[C:17]3[N:25]([C@H:26]4[CH2:29][C@@H:28]([O:30][CH3:31])[CH2:27]4)[C:24](=[O:32])[N:23]([CH3:33])[C:18]=3[CH:19]=[N:20][C:21]=2[CH:22]=1. (7) Given the reactants C([O:4][C:5]1[CH:10]=[C:9]([C:11]#[N:12])[C:8](Br)=[C:7]([C:14]#[N:15])[C:6]=1[O:16]C(=O)C)(=O)C.[CH:20]1([CH2:25]/[CH:26]=[CH:27]/B2OC(C)(C)C(C)(C)O2)[CH2:24][CH2:23][CH2:22][CH2:21]1, predict the reaction product. The product is: [CH:20]1([CH2:25]/[CH:26]=[CH:27]/[C:8]2[C:7]([C:14]#[N:15])=[C:6]([OH:16])[C:5]([OH:4])=[CH:10][C:9]=2[C:11]#[N:12])[CH2:24][CH2:23][CH2:22][CH2:21]1. (8) Given the reactants [F:1][C:2]1[CH:3]=[C:4]([NH2:15])[CH:5]=[CH:6][C:7]=1[N:8]1[CH2:12][CH2:11][CH:10]([C:13]#[N:14])[CH2:9]1.C(=O)([O-])O.[Na+].Cl[C:22]([O:24][CH2:25][C:26]1[CH:31]=[CH:30][CH:29]=[CH:28][CH:27]=1)=[O:23].C(Cl)Cl, predict the reaction product. The product is: [CH2:25]([O:24][C:22](=[O:23])[NH:15][C:4]1[CH:5]=[CH:6][C:7]([N:8]2[CH2:12][CH2:11][CH:10]([C:13]#[N:14])[CH2:9]2)=[C:2]([F:1])[CH:3]=1)[C:26]1[CH:31]=[CH:30][CH:29]=[CH:28][CH:27]=1. (9) Given the reactants CC(N(C)C)=O.[Cl:7][C:8]1[CH:13]=[CH:12][C:11]([Cl:14])=[CH:10][C:9]=1[OH:15].C(=O)([O-])[O-].[Na+:20].[Na+].[CH2:22]1[S:27](=[O:29])(=[O:28])[O:26][CH2:25][CH2:24][CH2:23]1, predict the reaction product. The product is: [Cl:7][C:8]1[CH:13]=[CH:12][C:11]([Cl:14])=[CH:10][C:9]=1[O:15][CH:24]([CH3:25])[CH2:23][CH2:22][S:27]([O-:29])(=[O:28])=[O:26].[Na+:20].